This data is from Retrosynthesis with 50K atom-mapped reactions and 10 reaction types from USPTO. The task is: Predict the reactants needed to synthesize the given product. (1) The reactants are: COC(=O)c1ccc(C(F)(F)F)cc1O. Given the product OCc1ccc(C(F)(F)F)cc1O, predict the reactants needed to synthesize it. (2) Given the product O=C(Cn1c(-c2ccc(Cl)cc2)nc2cccnc21)N1CCSC1, predict the reactants needed to synthesize it. The reactants are: C1CSCN1.O=C(O)Cn1c(-c2ccc(Cl)cc2)nc2cccnc21. (3) Given the product N#Cc1ccc(-c2ccc(OC(F)(F)F)c(CN[C@H]3CCN(C(=O)CN4C(=O)CCCC4=O)C[C@H]3c3ccccc3)c2)c(F)c1, predict the reactants needed to synthesize it. The reactants are: N#Cc1ccc(-c2ccc(OC(F)(F)F)c(CN[C@H]3CCNC[C@H]3c3ccccc3)c2)c(F)c1.O=C(O)CN1C(=O)CCCC1=O. (4) Given the product COc1cc(F)c(Br)cc1CO, predict the reactants needed to synthesize it. The reactants are: COc1cc(F)c(Br)cc1C(=O)O. (5) Given the product COc1ccc(S(=O)(=O)N[C@@H](c2cc3cccc(-c4cc([C@@](C)(O)C(F)(F)F)ccn4)c3s2)c2ccccc2Cl)cc1OC, predict the reactants needed to synthesize it. The reactants are: COc1ccc(S(=O)(=O)Cl)cc1OC.C[C@@](O)(c1ccnc(-c2cccc3cc([C@H](N)c4ccccc4Cl)sc23)c1)C(F)(F)F. (6) The reactants are: COC(=O)c1cncc(-c2ccc(OC(F)F)cc2)c1. Given the product COC(=O)C1CNCC(c2ccc(OC(F)F)cc2)C1, predict the reactants needed to synthesize it. (7) Given the product Cc1cc(C(=O)NC(C)c2cnc(OCC(F)(F)F)c(Cl)c2)nc(N)n1, predict the reactants needed to synthesize it. The reactants are: CC(N)c1cnc(OCC(F)(F)F)c(Cl)c1.Cc1cc(C(=O)O)nc(N)n1. (8) The reactants are: COc1ccc(Cn2c(=O)n(C3CCN(C(=O)OC(C)(C)C)CC3)c(=O)c3sc(-c4ccccc4)cc32)c(F)c1F. Given the product COc1ccc(Cn2c(=O)n(C3CCNCC3)c(=O)c3sc(-c4ccccc4)cc32)c(F)c1F, predict the reactants needed to synthesize it.